From a dataset of Catalyst prediction with 721,799 reactions and 888 catalyst types from USPTO. Predict which catalyst facilitates the given reaction. (1) Reactant: [F:1][C:2]1[C:3]([C:12]2[O:13][CH:14]=[CH:15][N:16]=2)=[C:4]([CH:9]=[CH:10][CH:11]=1)[C:5]([O:7]C)=[O:6].[OH-].[Na+].Cl. Product: [F:1][C:2]1[C:3]([C:12]2[O:13][CH:14]=[CH:15][N:16]=2)=[C:4]([CH:9]=[CH:10][CH:11]=1)[C:5]([OH:7])=[O:6]. The catalyst class is: 5. (2) Reactant: [Cl:1][C:2]1[N:9]=[C:8]([CH3:10])[CH:7]=[C:6]([Cl:11])[C:3]=1[C:4]#[N:5].CC(C[AlH]CC(C)C)C. Product: [Cl:1][C:2]1[C:3]([CH2:4][NH2:5])=[C:6]([Cl:11])[CH:7]=[C:8]([CH3:10])[N:9]=1. The catalyst class is: 2. (3) Product: [CH:1]([NH:14][CH:15]([C:16]1[O:20][N:19]=[C:18]([CH3:21])[C:17]=1[C:22]1[CH:27]=[CH:26][CH:25]=[CH:24][C:23]=1[C:28](=[O:29])[C:30]1[CH:31]=[CH:32][C:33]([Cl:36])=[CH:34][CH:35]=1)[C:44]#[N:45])([C:2]1[CH:7]=[CH:6][CH:5]=[CH:4][CH:3]=1)[C:8]1[CH:9]=[CH:10][CH:11]=[CH:12][CH:13]=1. The catalyst class is: 250. Reactant: [CH:1](/[N:14]=[CH:15]/[C:16]1[O:20][N:19]=[C:18]([CH3:21])[C:17]=1[C:22]1[CH:27]=[CH:26][CH:25]=[CH:24][C:23]=1[C:28]([C:30]1[CH:35]=[CH:34][C:33]([Cl:36])=[CH:32][CH:31]=1)=[O:29])([C:8]1[CH:13]=[CH:12][CH:11]=[CH:10][CH:9]=1)[C:2]1[CH:7]=[CH:6][CH:5]=[CH:4][CH:3]=1.C(Cl)Cl.[Si]([C:44]#[N:45])(C)(C)C. (4) Reactant: [C:1](=[O:4])(O)O.[C:5]1([NH:11][C:12]([NH2:14])=[NH:13])[CH:10]=[CH:9][CH:8]=[CH:7][CH:6]=1.C([O-])C.[Na+].C(OC(=O)[C:24]1[CH:29]=[CH:28][CH:27]=[CH:26][C:25]=1[CH2:30][CH3:31])(=O)C. Product: [OH:4][C:1]1[CH:31]=[C:30]([C:25]2[CH:26]=[CH:27][CH:28]=[CH:29][CH:24]=2)[N:14]=[C:12]([NH:11][C:5]2[CH:10]=[CH:9][CH:8]=[CH:7][CH:6]=2)[N:13]=1. The catalyst class is: 8. (5) Reactant: [CH:1]([O:4][C:5](Cl)=[O:6])([CH3:3])[CH3:2].C([O:11][CH2:12][CH2:13][CH2:14][CH:15]1[CH2:20][CH2:19][NH:18][CH2:17][CH2:16]1)(=O)C.CCN(CC)CC. Product: [CH:1]([O:4][C:5]([N:18]1[CH2:19][CH2:20][CH:15]([CH2:14][CH2:13][CH2:12][OH:11])[CH2:16][CH2:17]1)=[O:6])([CH3:3])[CH3:2]. The catalyst class is: 2. (6) Reactant: [F:1][C:2]1[CH:19]=[CH:18][C:5]([CH2:6][CH:7]2[CH2:12][CH2:11][N:10]([C:13](=[O:17])[C:14]([OH:16])=O)[CH2:9][CH2:8]2)=[CH:4][CH:3]=1.[NH2:20][C:21]1[CH:30]=[CH:29][C:24]2[NH:25][C:26](=[O:28])[O:27][C:23]=2[CH:22]=1. Product: [F:1][C:2]1[CH:3]=[CH:4][C:5]([CH2:6][CH:7]2[CH2:8][CH2:9][N:10]([C:13](=[O:17])[C:14]([NH:20][C:21]3[CH:30]=[CH:29][C:24]4[NH:25][C:26](=[O:28])[O:27][C:23]=4[CH:22]=3)=[O:16])[CH2:11][CH2:12]2)=[CH:18][CH:19]=1. The catalyst class is: 27. (7) Reactant: [Cl:1][C:2]1[CH:7]=[CH:6][C:5]([C:8]2[N:12]([CH:13]3[CH2:15][CH2:14]3)[C:11](=[O:16])[NH:10][CH:9]=2)=[CH:4][CH:3]=1.Br[CH:18]([CH3:24])[C:19]([O:21][CH2:22][CH3:23])=[O:20].C(=O)([O-])[O-].[Cs+].[Cs+]. Product: [Cl:1][C:2]1[CH:3]=[CH:4][C:5]([C:8]2[N:12]([CH:13]3[CH2:14][CH2:15]3)[C:11](=[O:16])[N:10]([CH:18]([CH3:24])[C:19]([O:21][CH2:22][CH3:23])=[O:20])[CH:9]=2)=[CH:6][CH:7]=1. The catalyst class is: 10. (8) Product: [CH:24]1([N:22]([CH3:23])[C:20]2[C:11]3[C:12]4[CH2:13][CH2:14][CH2:15][CH2:16][CH2:17][C:18]=4[S:19][C:10]=3[N:9]=[C:8]([CH2:7][C:6]([OH:27])=[O:5])[N:21]=2)[CH2:25][CH2:26]1. The catalyst class is: 295. Reactant: [Li+].[OH-].C([O:5][C:6](=[O:27])[CH2:7][C:8]1[N:21]=[C:20]([N:22]([CH:24]2[CH2:26][CH2:25]2)[CH3:23])[C:11]2[C:12]3[CH2:13][CH2:14][CH2:15][CH2:16][CH2:17][C:18]=3[S:19][C:10]=2[N:9]=1)C.O.